This data is from Full USPTO retrosynthesis dataset with 1.9M reactions from patents (1976-2016). The task is: Predict the reactants needed to synthesize the given product. (1) Given the product [CH:1]([C:3]1[CH:11]=[CH:10][C:6]([C:7]([O:9][CH3:18])=[O:8])=[CH:5][C:4]=1[OH:12])=[O:2], predict the reactants needed to synthesize it. The reactants are: [CH:1]([C:3]1[CH:11]=[CH:10][C:6]([C:7]([OH:9])=[O:8])=[CH:5][C:4]=1[OH:12])=[O:2].S(=O)(=O)(O)O.[CH3:18]O. (2) Given the product [NH2:1][C:2]1[C:3]2[N:4]([C:8]([CH:18]3[CH2:19][CH2:20][CH2:21]3)=[N:9][C:10]=2[C:19]2[CH:20]=[CH:21][C:22]([O:25][C:35]3[CH:36]=[CH:37][CH:38]=[CH:39][C:34]=3[C:33]#[N:40])=[CH:8][CH:18]=2)[CH:5]=[CH:6][N:7]=1, predict the reactants needed to synthesize it. The reactants are: [NH2:1][C:2]1[C:3]2[N:4]([CH:8]([CH:18]3[CH2:21][CH2:20][CH2:19]3)[N:9](C3C=CC(O)=CC=3)[CH:10]=2)[CH:5]=[CH:6][N:7]=1.[C:22](=[O:25])([O-])[O-].[K+].[K+].CN(C=O)C.[C:33](#[N:40])[C:34]1[CH:39]=[CH:38][CH:37]=[CH:36][CH:35]=1. (3) Given the product [OH:29][CH2:28][CH:27]1[CH2:26][O:31][CH:4]([C:3]2[C:6]([O:10][CH2:11][C:12]3[C:13]([C:18]4[N:22]([CH:23]([CH3:25])[CH3:24])[N:21]=[CH:20][CH:19]=4)=[N:14][CH:15]=[CH:16][CH:17]=3)=[CH:7][CH:8]=[CH:9][C:2]=2[OH:1])[O:5]1, predict the reactants needed to synthesize it. The reactants are: [OH:1][C:2]1[CH:9]=[CH:8][CH:7]=[C:6]([O:10][CH2:11][C:12]2[C:13]([C:18]3[N:22]([CH:23]([CH3:25])[CH3:24])[N:21]=[CH:20][CH:19]=3)=[N:14][CH:15]=[CH:16][CH:17]=2)[C:3]=1[CH:4]=[O:5].[CH2:26]([OH:31])[CH:27](O)[CH2:28][OH:29].